From a dataset of Reaction yield outcomes from USPTO patents with 853,638 reactions. Predict the reaction yield, written as a fraction of the theoretical maximum amount of product (1.0 means a 100% yield; for example, 0.34 means a 34% yield). (1) The reactants are [C:1]([C:4]1[CH:5]=[N:6][C:7]2[C:12]([C:13]=1[NH:14][CH:15]1[CH2:20][CH2:19][CH:18]([NH:21][C:22](=[O:35])[CH:23]([NH:27]C(=O)OC(C)(C)C)[CH:24]([CH3:26])[CH3:25])[CH2:17][CH2:16]1)=[N:11][C:10]([C:36]1[CH:41]=[C:40]([Cl:42])[C:39]([OH:43])=[C:38]([Cl:44])[CH:37]=1)=[CH:9][CH:8]=2)(=[O:3])[CH3:2].[ClH:45]. No catalyst specified. The product is [ClH:42].[ClH:45].[C:1]([C:4]1[CH:5]=[N:6][C:7]2[C:12]([C:13]=1[NH:14][C@H:15]1[CH2:20][CH2:19][C@H:18]([NH:21][C:22](=[O:35])[CH:23]([NH2:27])[CH:24]([CH3:26])[CH3:25])[CH2:17][CH2:16]1)=[N:11][C:10]([C:36]1[CH:37]=[C:38]([Cl:44])[C:39]([OH:43])=[C:40]([Cl:42])[CH:41]=1)=[CH:9][CH:8]=2)(=[O:3])[CH3:2]. The yield is 0.470. (2) The reactants are N(C(OCC)=O)=NC(OCC)=O.C1(P(C2C=CC=CC=2)C2C=CC=CC=2)C=CC=CC=1.[Cl:32][C:33]1[CH:52]=[CH:51][C:36]([NH:37][C:38]2[C:47]3[C:42](=[CH:43][C:44]([OH:50])=[C:45]([O:48][CH3:49])[CH:46]=3)[N:41]=[CH:40][N:39]=2)=[C:35]([F:53])[CH:34]=1.[C:54]([O:58][C:59]([NH:61][CH2:62][CH2:63]O)=[O:60])([CH3:57])([CH3:56])[CH3:55]. The catalyst is C(Cl)Cl. The product is [C:54]([O:58][C:59]([NH:61][CH2:62][CH2:63][O:50][C:44]1[CH:43]=[C:42]2[C:47]([C:38]([NH:37][C:36]3[CH:51]=[CH:52][C:33]([Cl:32])=[CH:34][C:35]=3[F:53])=[N:39][CH:40]=[N:41]2)=[CH:46][C:45]=1[O:48][CH3:49])=[O:60])([CH3:57])([CH3:56])[CH3:55]. The yield is 0.250. (3) The reactants are [F:1][C:2]1[CH:9]=[C:8]([C:10]([F:13])([F:12])[F:11])[CH:7]=[CH:6][C:3]=1C=O.[CH:14](OC)([O:17][CH3:18])[O:15][CH3:16].C1(C)C=CC(S(O)(=O)=O)=CC=1.C([O-])([O-])=O.[Na+].[Na+]. No catalyst specified. The product is [CH3:16][O:15][CH:14]([O:17][CH3:18])[C:3]1[CH:6]=[CH:7][C:8]([C:10]([F:13])([F:12])[F:11])=[CH:9][C:2]=1[F:1]. The yield is 0.980. (4) The reactants are [NH:1]1[CH:5]=[C:4]([C:6]([O:8][CH2:9][CH3:10])=[O:7])[N:3]=[CH:2]1.C(=O)([O-])[O-].[K+].[K+].I[C:18]1[CH:25]=[CH:24][C:21]([C:22]#[N:23])=[CH:20][CH:19]=1.CN[C@H]1CCCC[C@@H]1NC. The catalyst is O1CCOCC1.[Cu]I. The product is [C:22]([C:21]1[CH:24]=[CH:25][C:18]([N:3]2[C:4]([C:6]([O:8][CH2:9][CH3:10])=[O:7])=[CH:5][N:1]=[CH:2]2)=[CH:19][CH:20]=1)#[N:23]. The yield is 0.0300. (5) The reactants are [C:1]([C:4]1[CH:5]=[C:6]([CH:38]=[CH:39][CH:40]=1)[CH2:7][C:8]1[C:9](=[O:37])[N:10]([CH2:18][C:19]2[CH:24]=[CH:23][C:22]([C:25]3[CH:30]=[CH:29][CH:28]=[CH:27][C:26]=3[C:31]3[NH:35][C:34](=[O:36])[O:33][N:32]=3)=[CH:21][CH:20]=2)[C:11]([CH2:15][CH2:16][CH3:17])=[N:12][C:13]=1[CH3:14])(=[O:3])[CH3:2].[BH4-].[Na+]. The catalyst is O1CCCC1CO.C(OCC)(=O)C. The product is [OH:3][CH:1]([C:4]1[CH:5]=[C:6]([CH:38]=[CH:39][CH:40]=1)[CH2:7][C:8]1[C:9](=[O:37])[N:10]([CH2:18][C:19]2[CH:24]=[CH:23][C:22]([C:25]3[CH:30]=[CH:29][CH:28]=[CH:27][C:26]=3[C:31]3[NH:35][C:34](=[O:36])[O:33][N:32]=3)=[CH:21][CH:20]=2)[C:11]([CH2:15][CH2:16][CH3:17])=[N:12][C:13]=1[CH3:14])[CH3:2]. The yield is 0.690. (6) The reactants are C([NH:4][C:5]([NH2:7])=[NH:6])(=O)C.Br[CH2:9][C:10](=O)[CH2:11][CH2:12][C:13]1[CH:18]=[CH:17][CH:16]=[CH:15][CH:14]=1. The catalyst is CN(C)C=O. The product is [CH2:11]([C:10]1[NH:6][C:5]([NH2:7])=[N:4][CH:9]=1)[CH2:12][C:13]1[CH:18]=[CH:17][CH:16]=[CH:15][CH:14]=1. The yield is 0.0500.